From a dataset of Reaction yield outcomes from USPTO patents with 853,638 reactions. Predict the reaction yield, written as a fraction of the theoretical maximum amount of product (1.0 means a 100% yield; for example, 0.34 means a 34% yield). (1) The reactants are [N+]([O-])(O)=O.[N+]([O-])(O)=O.[CH3:9][O:10][C:11]1[CH:12]=[C:13]([NH:23][C:24]([NH2:26])=[NH:25])[CH:14]=[CH:15][C:16]=1[N:17]1[CH:21]=[C:20]([CH3:22])[N:19]=[CH:18]1.[Cl:27][C:28]1[CH:33]=[CH:32][C:31]([C:34](=O)[C:35]#[C:36][CH2:37][CH2:38][CH2:39][CH3:40])=[CH:30][CH:29]=1.C[O-].[Na+].O. The catalyst is C(#N)C. The product is [CH2:37]([C:36]1[CH:35]=[C:34]([C:31]2[CH:30]=[CH:29][C:28]([Cl:27])=[CH:33][CH:32]=2)[N:26]=[C:24]([NH:23][C:13]2[CH:14]=[CH:15][C:16]([N:17]3[CH:21]=[C:20]([CH3:22])[N:19]=[CH:18]3)=[C:11]([O:10][CH3:9])[CH:12]=2)[N:25]=1)[CH2:38][CH2:39][CH3:40]. The yield is 0.160. (2) The reactants are Br[C:2]1[C:3]([CH3:19])=[N:4][N:5]([CH2:14][C:15]([F:18])([F:17])[CH3:16])[C:6]=1[C:7]1[CH:12]=[CH:11][C:10]([F:13])=[CH:9][CH:8]=1.CC1(C)C(C)(C)OB([C:28]2[CH:29]=[CH:30][C:31]3[O:36][CH2:35][C:34](=[O:37])[NH:33][C:32]=3[CH:38]=2)O1.C([O-])([O-])=O.[Cs+].[Cs+].C(OCC)(=O)C. The catalyst is O1CCCC1.O.C1C=CC(P(C2C=CC=CC=2)[C-]2C=CC=C2)=CC=1.C1C=CC(P(C2C=CC=CC=2)[C-]2C=CC=C2)=CC=1.Cl[Pd]Cl.[Fe+2].ClCCl. The product is [F:17][C:15]([F:18])([CH3:16])[CH2:14][N:5]1[C:6]([C:7]2[CH:12]=[CH:11][C:10]([F:13])=[CH:9][CH:8]=2)=[C:2]([C:28]2[CH:29]=[CH:30][C:31]3[O:36][CH2:35][C:34](=[O:37])[NH:33][C:32]=3[CH:38]=2)[C:3]([CH3:19])=[N:4]1. The yield is 0.620. (3) The reactants are [F:1][C:2]1[CH:9]=[C:8]([OH:10])[CH:7]=[CH:6][C:3]=1[CH:4]=[O:5].C(=O)([O-])[O-].[K+].[K+].FC(F)(F)S(O[CH2:23][C:24]([F:27])([F:26])[F:25])(=O)=O. The catalyst is CN(C)C=O. The product is [F:1][C:2]1[CH:9]=[C:8]([O:10][CH2:23][C:24]([F:27])([F:26])[F:25])[CH:7]=[CH:6][C:3]=1[CH:4]=[O:5]. The yield is 0.800. (4) The reactants are [CH3:1][C:2]12[CH2:18][CH2:17][CH:16]([O:19][C:20](=[O:60])[NH:21][CH2:22][CH2:23][CH2:24][CH2:25][CH2:26][C:27]([N:29]3[CH2:33][CH:32]([OH:34])[CH2:31][CH:30]3[CH:35]([C:54]3[CH:59]=[CH:58][CH:57]=[CH:56][CH:55]=3)[O:36][CH:37]([C:46]3[CH:51]=[CH:50][C:49]([O:52][CH3:53])=[CH:48][CH:47]=3)[C:38]3[CH:43]=[CH:42][C:41]([O:44][CH3:45])=[CH:40][CH:39]=3)=[O:28])[CH2:15][C:14]1=[CH:13][CH2:12][CH:11]1[CH:3]2[CH2:4][CH2:5][C:6]2([CH3:69])[CH:10]1[CH2:9][CH2:8][CH:7]2[CH2:61][CH2:62][CH2:63][CH2:64][CH2:65][CH2:66][CH2:67][CH3:68].[C:70]1(=[O:76])[O:75][C:73](=[O:74])[CH2:72][CH2:71]1.C(N(CC)CC)C. The catalyst is CN(C1C=CN=CC=1)C.ClCCl. The product is [CH3:53][O:52][C:49]1[CH:50]=[CH:51][C:46]([CH:37]([C:38]2[CH:43]=[CH:42][C:41]([O:44][CH3:45])=[CH:40][CH:39]=2)[O:36][CH:35]([C:54]2[CH:55]=[CH:56][CH:57]=[CH:58][CH:59]=2)[CH:30]2[N:29]([C:27](=[O:28])[CH2:26][CH2:25][CH2:24][CH2:23][CH2:22][NH:21][C:20]([O:19][CH:16]3[CH2:15][C:14]4[C:2]([CH3:1])([CH:3]5[CH:11]([CH2:12][CH:13]=4)[CH:10]4[C:6]([CH3:69])([CH:7]([CH2:61][CH2:62][CH2:63][CH2:64][CH2:65][CH2:66][CH2:67][CH3:68])[CH2:8][CH2:9]4)[CH2:5][CH2:4]5)[CH2:18][CH2:17]3)=[O:60])[CH2:33][CH:32]([O:34][C:70](=[O:76])[CH2:71][CH2:72][C:73]([OH:75])=[O:74])[CH2:31]2)=[CH:47][CH:48]=1. The yield is 0.890.